This data is from Forward reaction prediction with 1.9M reactions from USPTO patents (1976-2016). The task is: Predict the product of the given reaction. (1) Given the reactants [F:1][C:2]1[CH:3]=[CH:4][CH:5]=[C:6]2[C:10]=1[NH:9][CH:8]=[CH:7]2.O=[C:12]1[CH2:17][CH2:16][N:15]([C:18]([O:20][C:21]([CH3:24])([CH3:23])[CH3:22])=[O:19])[CH2:14][CH2:13]1.C([BH3-])#N.[Na+], predict the reaction product. The product is: [F:1][C:2]1[CH:3]=[CH:4][CH:5]=[C:6]2[C:10]=1[N:9]([CH:12]1[CH2:17][CH2:16][N:15]([C:18]([O:20][C:21]([CH3:24])([CH3:23])[CH3:22])=[O:19])[CH2:14][CH2:13]1)[CH2:8][CH2:7]2. (2) Given the reactants [CH3:1][C:2]1[N:3]=[C:4]([N:27]2[CH2:32][CH2:31][O:30][CH2:29][CH2:28]2)[C:5]2[C:10]([C:11]3[CH:12]=[C:13]([CH:16]=[CH:17][CH:18]=3)[C:14]#[N:15])=[CH:9][N:8](COCC[Si](C)(C)C)[C:6]=2[N:7]=1.CN1C=C(C2C3C(N4CCOCC4)=NC=NC=3NC=2)C=N1, predict the reaction product. The product is: [CH3:1][C:2]1[N:3]=[C:4]([N:27]2[CH2:32][CH2:31][O:30][CH2:29][CH2:28]2)[C:5]2[C:10]([C:11]3[CH:12]=[C:13]([CH:16]=[CH:17][CH:18]=3)[C:14]#[N:15])=[CH:9][NH:8][C:6]=2[N:7]=1. (3) Given the reactants [F:1][CH:2]([F:13])[O:3][C:4]1[CH:9]=[CH:8][CH:7]=[CH:6][C:5]=1[N:10]=[C:11]=[O:12].[NH2:14][C:15]1[CH:20]=[N:19][CH:18]=[CH:17][N:16]=1, predict the reaction product. The product is: [F:1][CH:2]([F:13])[O:3][C:4]1[CH:9]=[CH:8][CH:7]=[CH:6][C:5]=1[NH:10][C:11]([NH:14][C:15]1[CH:20]=[N:19][CH:18]=[CH:17][N:16]=1)=[O:12]. (4) Given the reactants [C:1]([C:4]1[C:9]([C:10]2[CH:15]=[CH:14][CH:13]=[CH:12][CH:11]=2)=[N:8][N:7]([CH2:16][CH3:17])[C:6](=[O:18])[C:5]=1[N+:19]([O-])=O)(=[O:3])[CH3:2].N[C:23]1[CH:28]=[CH:27][C:26]([N+:29]([O-:31])=[O:30])=[CH:25][N:24]=1, predict the reaction product. The product is: [C:1]([C:4]1[C:9]([C:10]2[CH:11]=[CH:12][CH:13]=[CH:14][CH:15]=2)=[N:8][N:7]([CH2:16][CH3:17])[C:6](=[O:18])[C:5]=1[NH:19][C:23]1[CH:28]=[CH:27][C:26]([N+:29]([O-:31])=[O:30])=[CH:25][N:24]=1)(=[O:3])[CH3:2]. (5) Given the reactants [Cl:1][C:2]1[CH:3]=[C:4]([C:8]2[O:9][N:10]=[C:11]3[CH:16]=[CH:15][C:14]([CH:17]([C:19]4[CH:24]=[CH:23][C:22]([CH3:25])=[CH:21][CH:20]=4)[OH:18])=[CH:13][C:12]=23)[CH:5]=[CH:6][CH:7]=1, predict the reaction product. The product is: [Cl:1][C:2]1[CH:3]=[C:4]([C:8]2[O:9][N:10]=[C:11]3[CH:16]=[CH:15][C:14]([C:17]([C:19]4[CH:20]=[CH:21][C:22]([CH3:25])=[CH:23][CH:24]=4)=[O:18])=[CH:13][C:12]=23)[CH:5]=[CH:6][CH:7]=1. (6) The product is: [CH2:36]([S:38]([N:4]1[CH2:5][CH2:6][N:1]([C:7]2[CH:8]=[CH:9][C:10]([NH:13][C:14]([C:16]3[O:17][C:18]4[C:23]([C:24](=[O:26])[CH:25]=3)=[CH:22][C:21]([O:27][CH3:28])=[CH:20][C:19]=4[N:29]3[CH2:30][CH2:31][N:32]([CH3:35])[CH2:33][CH2:34]3)=[O:15])=[CH:11][CH:12]=2)[CH2:2][CH2:3]1)(=[O:40])=[O:39])[CH3:37]. Given the reactants [N:1]1([C:7]2[CH:12]=[CH:11][C:10]([NH:13][C:14]([C:16]3[O:17][C:18]4[C:23]([C:24](=[O:26])[CH:25]=3)=[CH:22][C:21]([O:27][CH3:28])=[CH:20][C:19]=4[N:29]3[CH2:34][CH2:33][N:32]([CH3:35])[CH2:31][CH2:30]3)=[O:15])=[CH:9][CH:8]=2)[CH2:6][CH2:5][NH:4][CH2:3][CH2:2]1.[CH2:36]([S:38](Cl)(=[O:40])=[O:39])[CH3:37], predict the reaction product. (7) Given the reactants [CH3:1][C:2]1([CH2:5][OH:6])[CH2:4][CH2:3]1.[C:7]([N:14]1[CH:18]=[CH:17]N=[CH:15]1)(N1C=CN=C1)=[O:8].[CH3:19][N:20]([CH2:27][C:28]1[CH:29]=[N:30][C:31]([C:34]2[CH:39]=[CH:38][C:37]([S:40]([CH3:43])(=[O:42])=[O:41])=[CH:36][CH:35]=2)=[CH:32][CH:33]=1)[CH:21]1CCNC[CH2:22]1, predict the reaction product. The product is: [CH3:19][N:20]([CH2:27][C:28]1[CH:29]=[N:30][C:31]([C:34]2[CH:39]=[CH:38][C:37]([S:40]([CH3:43])(=[O:42])=[O:41])=[CH:36][CH:35]=2)=[CH:32][CH:33]=1)[CH:21]1[CH2:22][CH2:15][N:14]([C:7]([O:6][CH2:5][C:2]2([CH3:1])[CH2:4][CH2:3]2)=[O:8])[CH2:18][CH2:17]1. (8) Given the reactants C(OC([N:8]1[CH2:12][C@@H:11]([CH2:13][N:14]([CH:31]([CH3:33])[CH3:32])[C:15](=[O:30])[C:16]2[CH:21]=[CH:20][C:19]([O:22][CH3:23])=[C:18]([O:24][CH2:25][CH2:26][CH2:27][O:28][CH3:29])[CH:17]=2)[C@H:10]([NH2:34])[CH2:9]1)=O)(C)(C)C.[CH:35]1([C:41](Cl)=[O:42])[CH2:40][CH2:39][CH2:38][CH2:37][CH2:36]1.CC#N.O.CC#N, predict the reaction product. The product is: [CH:35]1([C:41]([NH:34][C@@H:10]2[CH2:9][NH:8][CH2:12][C@H:11]2[CH2:13][N:14]([CH:31]([CH3:32])[CH3:33])[C:15](=[O:30])[C:16]2[CH:21]=[CH:20][C:19]([O:22][CH3:23])=[C:18]([O:24][CH2:25][CH2:26][CH2:27][O:28][CH3:29])[CH:17]=2)=[O:42])[CH2:40][CH2:39][CH2:38][CH2:37][CH2:36]1. (9) Given the reactants Br[C:2]1[CH:7]=[CH:6][CH:5]=[C:4]([CH2:8][O:9][Si:10]([C:13]([CH3:16])([CH3:15])[CH3:14])([CH3:12])[CH3:11])[N:3]=1.[CH3:17][N:18]([CH3:30])[C:19]([C:21]1[CH:26]=[CH:25][C:24](B(O)O)=[CH:23][CH:22]=1)=[O:20].C(Cl)Cl.C(=O)([O-])[O-].[Na+].[Na+], predict the reaction product. The product is: [Si:10]([O:9][CH2:8][C:4]1[N:3]=[C:2]([C:24]2[CH:25]=[CH:26][C:21]([C:19]([N:18]([CH3:30])[CH3:17])=[O:20])=[CH:22][CH:23]=2)[CH:7]=[CH:6][CH:5]=1)([C:13]([CH3:16])([CH3:15])[CH3:14])([CH3:12])[CH3:11]. (10) Given the reactants [ClH:1].[CH3:2][O:3][C:4]1[CH:5]=[C:6]([C:14]2[CH:59]=[CH:58][C:17]([C:18]([N:20]3[CH2:25][CH2:24][CH:23]([N:26]([CH3:57])[CH2:27][CH2:28][N:29]([CH:31]4[CH2:36][CH2:35][N:34]([C:37](=[O:56])[C:38]5[CH:43]=[CH:42][C:41]([C:44]6[CH:49]=[C:48]([O:50][CH3:51])[C:47]([O:52][CH3:53])=[C:46]([O:54][CH3:55])[CH:45]=6)=[CH:40][CH:39]=5)[CH2:33][CH2:32]4)[CH3:30])[CH2:22][CH2:21]3)=[O:19])=[CH:16][CH:15]=2)[CH:7]=[C:8]([O:12][CH3:13])[C:9]=1[O:10][CH3:11], predict the reaction product. The product is: [ClH:1].[ClH:1].[CH3:55][O:54][C:46]1[CH:45]=[C:44]([C:41]2[CH:40]=[CH:39][C:38]([C:37]([N:34]3[CH2:33][CH2:32][CH:31]([N:29]([CH3:30])[CH2:28][CH2:27][N:26]([CH:23]4[CH2:22][CH2:21][N:20]([C:18](=[O:19])[C:17]5[CH:58]=[CH:59][C:14]([C:6]6[CH:7]=[C:8]([O:12][CH3:13])[C:9]([O:10][CH3:11])=[C:4]([O:3][CH3:2])[CH:5]=6)=[CH:15][CH:16]=5)[CH2:25][CH2:24]4)[CH3:57])[CH2:36][CH2:35]3)=[O:56])=[CH:43][CH:42]=2)[CH:49]=[C:48]([O:50][CH3:51])[C:47]=1[O:52][CH3:53].